From a dataset of Reaction yield outcomes from USPTO patents with 853,638 reactions. Predict the reaction yield, written as a fraction of the theoretical maximum amount of product (1.0 means a 100% yield; for example, 0.34 means a 34% yield). (1) The reactants are [CH:1]1N=C[N:3]([C:6]([N:8]2C=N[CH:10]=[CH:9]2)=[O:7])[CH:2]=1.[CH2:13](N(CC)CC)C.[F:20][C:21]1[CH:27]=[C:26]([I:28])[CH:25]=CC=1N.C1(N)CC1. The catalyst is CN(C)C=O.O.C1(C)C=CC=CC=1. The product is [CH:9]1([NH:8][C:6]([NH:3][C:2]2[CH:1]=[CH:25][C:26]([I:28])=[CH:27][C:21]=2[F:20])=[O:7])[CH2:10][CH2:13]1. The yield is 0.955. (2) The catalyst is OS(O)(=O)=O. The yield is 0.790. The reactants are [Cl:1][CH2:2][C:3](=O)[CH2:4][C:5]([O:7][CH2:8][CH3:9])=[O:6].[C:11]1([CH:18]=CC=[C:14](O)[CH:13]=1)[OH:12]. The product is [Cl:1][CH2:2][C:3]1[C:9]2[C:8](=[CH:18][C:11]([OH:12])=[CH:13][CH:14]=2)[O:7][C:5](=[O:6])[CH:4]=1. (3) The reactants are [CH3:1][C:2]1[CH:22]=[CH:21][C:5]([C:6]([NH:8][C:9]2([C:18]([OH:20])=[O:19])[CH2:17][C:16]3[C:11](=[CH:12][CH:13]=[CH:14][CH:15]=3)[CH2:10]2)=[O:7])=[C:4]([CH:23]=[C:24]([CH3:26])[CH3:25])[CH:3]=1. The catalyst is C(O)(=O)C.[Pd]. The product is [CH2:23]([C:4]1[CH:3]=[C:2]([CH3:1])[CH:22]=[CH:21][C:5]=1[C:6]([NH:8][C:9]1([C:18]([OH:20])=[O:19])[CH2:10][C:11]2[C:16](=[CH:15][CH:14]=[CH:13][CH:12]=2)[CH2:17]1)=[O:7])[CH:24]([CH3:26])[CH3:25]. The yield is 0.690.